From a dataset of Forward reaction prediction with 1.9M reactions from USPTO patents (1976-2016). Predict the product of the given reaction. Given the reactants [H-].[Na+].[CH:3]1([N:6]2[CH:10]=[C:9]([C:11]3[CH:16]=[CH:15][C:14]([S:17]([CH3:20])(=[O:19])=[O:18])=[CH:13][CH:12]=3)[NH:8][C:7]2=[O:21])[CH2:5][CH2:4]1.[CH2:22]([O:24][P:25]([C:30]([C:33]1[CH:38]=[CH:37][C:36]([CH2:39]Br)=[CH:35][C:34]=1[Br:41])([F:32])[F:31])(=[O:29])[O:26][CH2:27][CH3:28])[CH3:23], predict the reaction product. The product is: [CH2:27]([O:26][P:25]([C:30]([C:33]1[CH:38]=[CH:37][C:36]([CH2:39][N:8]2[C:9]([C:11]3[CH:12]=[CH:13][C:14]([S:17]([CH3:20])(=[O:18])=[O:19])=[CH:15][CH:16]=3)=[CH:10][N:6]([CH:3]3[CH2:5][CH2:4]3)[C:7]2=[O:21])=[CH:35][C:34]=1[Br:41])([F:32])[F:31])(=[O:29])[O:24][CH2:22][CH3:23])[CH3:28].